From a dataset of Full USPTO retrosynthesis dataset with 1.9M reactions from patents (1976-2016). Predict the reactants needed to synthesize the given product. (1) The reactants are: [C:1]1([NH:7]C(=O)C)[CH:6]=[CH:5][CH:4]=[CH:3][CH:2]=1.C(=O)([O-])[O-].[K+].[K+].Br[C:18]1[CH:23]=[CH:22][CH:21]=[C:20]([F:24])[CH:19]=1.[OH-].[K+]. Given the product [F:24][C:20]1[CH:19]=[C:18]([CH:23]=[CH:22][CH:21]=1)[NH:7][C:1]1[CH:6]=[CH:5][CH:4]=[CH:3][CH:2]=1, predict the reactants needed to synthesize it. (2) Given the product [CH3:3][CH:2]([C:21]([C:19]1[N:18]=[CH:17][N:16]([CH3:15])[CH:20]=1)=[O:22])[C:1]#[N:4], predict the reactants needed to synthesize it. The reactants are: [C:1](#[N:4])[CH2:2][CH3:3].[Li+].C[Si]([N-][Si](C)(C)C)(C)C.[CH3:15][N:16]1[CH:20]=[C:19]([C:21](OCC)=[O:22])[N:18]=[CH:17]1. (3) Given the product [Cl:26][C:27]1[CH:28]=[C:29]2[C:35]([CH2:22][C:10]3[NH:11][N:12]=[C:8]([NH:7][CH2:6][C:5]4[CH:4]=[CH:3][C:2]([F:1])=[CH:25][CH:24]=4)[CH:9]=3)=[CH:34][NH:33][C:30]2=[N:31][CH:32]=1, predict the reactants needed to synthesize it. The reactants are: [F:1][C:2]1[CH:25]=[CH:24][C:5]([CH2:6][NH:7][C:8]2[CH:9]=[C:10]([CH:22]=O)[N:11](CC3C=CC(OC)=CC=3)[N:12]=2)=[CH:4][CH:3]=1.[Cl:26][C:27]1[CH:28]=[C:29]2[C:35](I)=[CH:34][N:33]([Si](C(C)C)(C(C)C)C(C)C)[C:30]2=[N:31][CH:32]=1. (4) The reactants are: [CH2:1]([O:8][C:9]1[CH:10]=[C:11]([CH:14]=[CH:15][C:16]=1[O:17][CH3:18])[CH:12]=O)[C:2]1[CH:7]=[CH:6][CH:5]=[CH:4][CH:3]=1.[N+:19]([CH3:22])([O-:21])=[O:20]. Given the product [CH2:1]([O:8][C:9]1[CH:10]=[C:11]([CH:14]=[CH:15][C:16]=1[O:17][CH3:18])[CH:12]=[CH:22][N+:19]([O-:21])=[O:20])[C:2]1[CH:7]=[CH:6][CH:5]=[CH:4][CH:3]=1, predict the reactants needed to synthesize it. (5) Given the product [CH2:23]([NH:25][S:13]([C:8]1[C:9]([F:11])=[CH:10][C:2]([F:1])=[C:3]([CH:7]=1)[C:4]([OH:6])=[O:5])(=[O:16])=[O:14])[CH3:24], predict the reactants needed to synthesize it. The reactants are: [F:1][C:2]1[CH:10]=[C:9]([F:11])[CH:8]=[CH:7][C:3]=1[C:4]([OH:6])=[O:5].Cl[S:13]([OH:16])(=O)=[O:14].C(OCC)(=O)C.[CH2:23]([NH2:25])[CH3:24].